Predict the reactants needed to synthesize the given product. From a dataset of Full USPTO retrosynthesis dataset with 1.9M reactions from patents (1976-2016). Given the product [CH3:1][S:2]([C:3]1[N:8]=[CH:7][CH:6]=[C:5]([C:9]2[S:10][C:11]3[CH:19]=[CH:18][CH:17]=[CH:16][C:12]=3[C:13](=[O:15])[N:14]=2)[N:4]=1)=[O:28], predict the reactants needed to synthesize it. The reactants are: [CH3:1][S:2][C:3]1[N:8]=[CH:7][CH:6]=[C:5]([C:9]2[S:10][C:11]3[CH:19]=[CH:18][CH:17]=[CH:16][C:12]=3[C:13](=[O:15])[N:14]=2)[N:4]=1.ClC1C=CC=C(C(OO)=[O:28])C=1.